This data is from Catalyst prediction with 721,799 reactions and 888 catalyst types from USPTO. The task is: Predict which catalyst facilitates the given reaction. (1) Reactant: [Cl:1][C:2]1[CH:7]=[CH:6][C:5]([C@H:8]2[C@H:12]([C:13]3[CH:18]=[CH:17][C:16]([Cl:19])=[CH:15][CH:14]=3)[NH:11][C:10]([C:20]3[CH:25]=[CH:24][C:23]([O:26][CH3:27])=[CH:22][C:21]=3[O:28][CH:29]([CH3:31])[CH3:30])=[N:9]2)=[CH:4][CH:3]=1.CC1C=CN=C(N)C=1C.[C:41]([O:45][C:46](O[C:46]([O:45][C:41]([CH3:44])([CH3:43])[CH3:42])=[O:47])=[O:47])([CH3:44])([CH3:43])[CH3:42]. Product: [C:41]([O:45][C:46]([N:9]1[C@@H:8]([C:5]2[CH:4]=[CH:3][C:2]([Cl:1])=[CH:7][CH:6]=2)[C@H:12]([C:13]2[CH:14]=[CH:15][C:16]([Cl:19])=[CH:17][CH:18]=2)[N:11]=[C:10]1[C:20]1[CH:25]=[CH:24][C:23]([O:26][CH3:27])=[CH:22][C:21]=1[O:28][CH:29]([CH3:31])[CH3:30])=[O:47])([CH3:44])([CH3:43])[CH3:42]. The catalyst class is: 7. (2) Reactant: [CH:1]1([CH2:4][NH2:5])[CH2:3][CH2:2]1.Cl[C:7]1[CH:12]=[CH:11][N:10]=[C:9]([NH2:13])[N:8]=1. Product: [CH:1]1([CH2:4][NH:5][C:7]2[CH:12]=[CH:11][N:10]=[C:9]([NH2:13])[N:8]=2)[CH2:3][CH2:2]1. The catalyst class is: 8. (3) Reactant: Br[C:2]1[CH:24]=[CH:23][C:5]2[O:6][CH2:7][CH:8]([C:17]3[CH:22]=[CH:21][CH:20]=[CH:19][CH:18]=3)[CH2:9][C:10]3([O:14][N:13]([CH3:15])[C:12]([NH2:16])=[N:11]3)[C:4]=2[CH:3]=1.[C:25]([C:27]1[CH:28]=[C:29](B(O)O)[CH:30]=[CH:31][CH:32]=1)#[N:26]. Product: [NH2:16][C:12]1[N:13]([CH3:15])[O:14][C:10]2([CH2:9][CH:8]([C:17]3[CH:22]=[CH:21][CH:20]=[CH:19][CH:18]=3)[CH2:7][O:6][C:5]3[CH:23]=[CH:24][C:2]([C:31]4[CH:32]=[C:27]([CH:28]=[CH:29][CH:30]=4)[C:25]#[N:26])=[CH:3][C:4]2=3)[N:11]=1. The catalyst class is: 806. (4) Reactant: [CH2:1]([C:3]1[CH:8]=[CH:7][C:6]([S:9]([CH3:12])(=[O:11])=[O:10])=[CH:5][C:4]=1[N+:13]([O-])=O)[CH3:2].CC(=O)OCC. The catalyst class is: 43. Product: [CH2:1]([C:3]1[CH:8]=[CH:7][C:6]([S:9]([CH3:12])(=[O:10])=[O:11])=[CH:5][C:4]=1[NH2:13])[CH3:2]. (5) Reactant: C[O:2][C:3](=O)[C@@:4]([O:12][C:13]1[C:18]([N+:19]([O-])=O)=[CH:17][CH:16]=[C:15]([NH:22][CH2:23][C:24]2[CH:29]=[CH:28][C:27]([O:30][CH3:31])=[CH:26][C:25]=2[O:32][CH3:33])[N:14]=1)([C:6]1[CH:11]=[CH:10][CH:9]=[CH:8][CH:7]=1)[CH3:5]. Product: [CH3:33][O:32][C:25]1[CH:26]=[C:27]([O:30][CH3:31])[CH:28]=[CH:29][C:24]=1[CH2:23][NH:22][C:15]1[CH:16]=[CH:17][C:18]2[NH:19][C:3](=[O:2])[C@:4]([CH3:5])([C:6]3[CH:11]=[CH:10][CH:9]=[CH:8][CH:7]=3)[O:12][C:13]=2[N:14]=1. The catalyst class is: 409. (6) Reactant: [NH2:1][C:2]1[CH:9]=[CH:8][C:7]([Cl:10])=[CH:6][C:3]=1[C:4]#[N:5].[CH3:11][S:12](Cl)(=[O:14])=[O:13]. Product: [Cl:10][C:7]1[CH:8]=[CH:9][C:2]([N:1]([S:12]([CH3:11])(=[O:14])=[O:13])[S:12]([CH3:11])(=[O:14])=[O:13])=[C:3]([C:4]#[N:5])[CH:6]=1. The catalyst class is: 17.